Dataset: Full USPTO retrosynthesis dataset with 1.9M reactions from patents (1976-2016). Task: Predict the reactants needed to synthesize the given product. (1) Given the product [N+:1]([C:14]1[CH:15]=[CH:16][C:11]([CH2:10][CH:17]2[CH2:20][CH:19]([C:21]([O:23][CH2:24][CH3:25])=[O:22])[CH2:18]2)=[CH:12][CH:13]=1)([O-:4])=[O:2], predict the reactants needed to synthesize it. The reactants are: [N+:1]([O-:4])(O)=[O:2].S(=O)(=O)(O)O.[CH2:10]([CH:17]1[CH2:20][CH:19]([C:21]([O:23][CH2:24][CH3:25])=[O:22])[CH2:18]1)[C:11]1[CH:16]=[CH:15][CH:14]=[CH:13][CH:12]=1.C(Cl)Cl. (2) Given the product [F:8][C:6]1[CH:5]=[C:4]([CH2:9][C:10]([NH:12][C@H:13]([C:15]([NH:18][CH:19]2[C:25]3[CH:26]=[CH:27][CH:28]=[CH:29][C:24]=3[CH2:23][CH2:22][N:21]([CH3:30])[C:20]2=[O:31])=[O:17])[CH3:14])=[O:11])[CH:3]=[C:2]([F:1])[CH:7]=1, predict the reactants needed to synthesize it. The reactants are: [F:1][C:2]1[CH:3]=[C:4]([CH2:9][C:10]([NH:12][C@H:13]([C:15]([OH:17])=O)[CH3:14])=[O:11])[CH:5]=[C:6]([F:8])[CH:7]=1.[NH2:18][CH:19]1[C:25]2[CH:26]=[CH:27][CH:28]=[CH:29][C:24]=2[CH2:23][CH2:22][N:21]([CH3:30])[C:20]1=[O:31]. (3) Given the product [CH:11]([N:3]([CH:4]([CH3:5])[CH3:13])[CH2:6][CH3:7])([CH3:12])[CH3:10], predict the reactants needed to synthesize it. The reactants are: C([N:3]([CH2:6][CH3:7])[CH2:4][CH3:5])C.O1[CH2:12][CH2:11][CH2:10]C1.[CH2:13](Cl)Cl. (4) Given the product [CH:10]1([N:8]([CH3:9])[C:4]2[CH:5]=[CH:6][CH:7]=[C:2]([C:25]#[C:24][Si:21]([CH3:23])([CH3:22])[CH3:20])[CH:3]=2)[CH2:12][CH2:11]1, predict the reactants needed to synthesize it. The reactants are: Br[C:2]1[CH:3]=[C:4]([N:8]([CH:10]2[CH2:12][CH2:11]2)[CH3:9])[CH:5]=[CH:6][CH:7]=1.C(N(CC)CC)C.[CH3:20][Si:21]([C:24]#[CH:25])([CH3:23])[CH3:22].C(OCC)(=O)C. (5) Given the product [CH3:6][C:2]([C:7]1[CH:12]=[CH:11][CH:10]=[CH:9][CH:8]=1)([CH3:1])[CH2:3][OH:4], predict the reactants needed to synthesize it. The reactants are: [CH3:1][C:2]([C:7]1[CH:12]=[CH:11][CH:10]=[CH:9][CH:8]=1)([CH3:6])[C:3](O)=[O:4].CSC.B.CO.O. (6) Given the product [OH:29][CH2:28][C:25]1[CH:24]=[CH:23][C:22]([N:20]2[C:4](=[O:19])[C:5]([N:10]3[CH:14]=[C:13]([C:15]([F:16])([F:17])[F:18])[N:12]=[CH:11]3)=[CH:6][NH:7]2)=[N:27][CH:26]=1, predict the reactants needed to synthesize it. The reactants are: C(O[C:4](=[O:19])[C:5]([N:10]1[CH:14]=[C:13]([C:15]([F:18])([F:17])[F:16])[N:12]=[CH:11]1)=[CH:6][N:7](C)C)C.[NH:20]([C:22]1[N:27]=[CH:26][C:25]([CH2:28][OH:29])=[CH:24][CH:23]=1)N.C(=O)(O)[O-].[Na+]. (7) Given the product [O:6]1[CH:7]=[CH:8][N:9]=[C:5]1[C:3]([C@@H:2]([NH:1][C:22](=[O:23])[CH:21]([CH2:20][C:19]([N:13]1[CH2:14][CH2:15][O:16][CH2:17][CH2:18]1)=[O:34])[CH2:25][CH2:26][CH2:27][C:28]1[CH:33]=[CH:32][CH:31]=[CH:30][CH:29]=1)[CH2:10][CH3:11])=[O:4], predict the reactants needed to synthesize it. The reactants are: [NH2:1][C@@H:2]([CH2:10][CH3:11])[C:3]([C:5]1[O:6][CH:7]=[CH:8][N:9]=1)=[O:4].Cl.[N:13]1([C:19](=[O:34])[CH2:20][CH:21]([CH2:25][CH2:26][CH2:27][C:28]2[CH:33]=[CH:32][CH:31]=[CH:30][CH:29]=2)[C:22](O)=[O:23])[CH2:18][CH2:17][O:16][CH2:15][CH2:14]1. (8) Given the product [Cl:31][C:32]1[CH:40]=[CH:39][CH:38]=[C:37]([F:41])[C:33]=1[C:34]([NH:20][C:13]1[CH:14]=[N:15][C:16]2[CH2:17][CH2:18][CH2:19][N:10]([S:7]([C:3]3[CH:2]=[C:1]([CH3:21])[CH:6]=[CH:5][CH:4]=3)(=[O:9])=[O:8])[C:11]=2[CH:12]=1)=[O:35], predict the reactants needed to synthesize it. The reactants are: [C:1]1([CH3:21])[CH:6]=[CH:5][CH:4]=[C:3]([S:7]([N:10]2[CH2:19][CH2:18][CH2:17][C:16]3[N:15]=[CH:14][C:13]([NH2:20])=[CH:12][C:11]2=3)(=[O:9])=[O:8])[CH:2]=1.C(N(CC)C(C)C)(C)C.[Cl:31][C:32]1[CH:40]=[CH:39][CH:38]=[C:37]([F:41])[C:33]=1[C:34](Cl)=[O:35]. (9) Given the product [CH2:1]([O:3][C:4]([C:6]1[N:7]([CH2:35][C:36]2[CH:41]=[CH:40][CH:39]=[C:38]([Cl:42])[CH:37]=2)[C:8]2[C:13]([C:14]=1[NH:15][C:16](=[O:24])[C:17]1[CH:22]=[CH:21][CH:20]=[C:19]([N:23]3[C:47]([CH3:48])=[CH:46][CH:45]=[C:44]3[CH3:43])[CH:18]=1)=[CH:12][CH:11]=[C:10]([C:25]1[CH:30]=[CH:29][C:28]([CH2:31][CH2:32][CH2:33][CH3:34])=[CH:27][CH:26]=1)[CH:9]=2)=[O:5])[CH3:2], predict the reactants needed to synthesize it. The reactants are: [CH2:1]([O:3][C:4]([C:6]1[N:7]([CH2:35][C:36]2[CH:41]=[CH:40][CH:39]=[C:38]([Cl:42])[CH:37]=2)[C:8]2[C:13]([C:14]=1[NH:15][C:16](=[O:24])[C:17]1[CH:22]=[CH:21][CH:20]=[C:19]([NH2:23])[CH:18]=1)=[CH:12][CH:11]=[C:10]([C:25]1[CH:30]=[CH:29][C:28]([CH2:31][CH2:32][CH2:33][CH3:34])=[CH:27][CH:26]=1)[CH:9]=2)=[O:5])[CH3:2].[CH3:43][C:44](=O)[CH2:45][CH2:46][C:47](=O)[CH3:48]. (10) Given the product [N+:24]([C:21]1[CH:20]=[CH:19][C:18]([CH2:17][O:16][C:14]([C:12]2[N:13]=[C:9]([N:7]3[CH2:8][CH:5]([S:4][C:48]4[C@H:49]([CH3:72])[C@@H:50]5[C@@H:67]([C@H:68]([OH:70])[CH3:69])[C:66](=[O:71])[N:51]5[C:52]=4[C:53]([O:55][CH2:56][C:57]4[CH:58]=[CH:59][C:60]([N+:63]([O-:65])=[O:64])=[CH:61][CH:62]=4)=[O:54])[CH2:6]3)[S:10][CH:11]=2)=[O:15])=[CH:23][CH:22]=1)([O-:26])=[O:25], predict the reactants needed to synthesize it. The reactants are: C([S:4][CH:5]1[CH2:8][N:7]([C:9]2[S:10][CH:11]=[C:12]([C:14]([O:16][CH2:17][C:18]3[CH:23]=[CH:22][C:21]([N+:24]([O-:26])=[O:25])=[CH:20][CH:19]=3)=[O:15])[N:13]=2)[CH2:6]1)(=O)C.C(O)(=O)C.NN.C1(P(O[C:48]2[C@H:49]([CH3:72])[C@H:50]3[C@@H:67]([C@H:68]([OH:70])[CH3:69])[C:66](=[O:71])[N:51]3[C:52]=2[C:53]([O:55][CH2:56][C:57]2[CH:62]=[CH:61][C:60]([N+:63]([O-:65])=[O:64])=[CH:59][CH:58]=2)=[O:54])(C2C=CC=CC=2)=O)C=CC=CC=1.C(N(C(C)C)CC)(C)C.C(=O)([O-])O.[Na+].